This data is from Forward reaction prediction with 1.9M reactions from USPTO patents (1976-2016). The task is: Predict the product of the given reaction. (1) Given the reactants Cl[C:2]1[C:10]2[S:9][CH:8]=[N:7][C:6]=2[CH:5]=[CH:4][CH:3]=1.[CH:11]1(B(O)O)[CH2:13][CH2:12]1.P([O-])([O-])([O-])=O.[K+].[K+].[K+].C1(C)C=CC=CC=1, predict the reaction product. The product is: [CH:11]1([C:2]2[C:10]3[S:9][CH:8]=[N:7][C:6]=3[CH:5]=[CH:4][CH:3]=2)[CH2:13][CH2:12]1. (2) Given the reactants C[O:2][C:3]1[CH:22]=[CH:21][C:6]([NH:7][C:8]2[N:12]=[C:11]([S:13][CH2:14][C:15]3[CH:20]=[CH:19][CH:18]=[CH:17][CH:16]=3)[NH:10][N:9]=2)=[CH:5][CH:4]=1, predict the reaction product. The product is: [OH:2][C:3]1[CH:22]=[CH:21][C:6]([NH:7][C:8]2[N:12]=[C:11]([S:13][CH2:14][C:15]3[CH:20]=[CH:19][CH:18]=[CH:17][CH:16]=3)[NH:10][N:9]=2)=[CH:5][CH:4]=1. (3) Given the reactants [CH3:1][O:2][C:3]1[CH:4]=[C:5]([CH:28]=[CH:29][CH:30]=1)/[CH:6]=[CH:7]/[C:8]1[CH:9]=[C:10]([CH2:14][CH2:15][CH2:16][N:17]2C(=O)C3C(=CC=CC=3)C2=O)[CH:11]=[CH:12][CH:13]=1, predict the reaction product. The product is: [CH3:1][O:2][C:3]1[CH:4]=[C:5]([CH:28]=[CH:29][CH:30]=1)/[CH:6]=[CH:7]/[C:8]1[CH:9]=[C:10]([CH2:14][CH2:15][CH2:16][NH2:17])[CH:11]=[CH:12][CH:13]=1.